From a dataset of Experimentally validated miRNA-target interactions with 360,000+ pairs, plus equal number of negative samples. Binary Classification. Given a miRNA mature sequence and a target amino acid sequence, predict their likelihood of interaction. The miRNA is hsa-miR-6080 with sequence UCUAGUGCGGGCGUUCCCG. The protein sequence of the target gene is MRASGQGPQRRRRGWATRDDSAVTFRDPQPRQPAGGARALRGPDPRGPARAHQAGPLLAGARRSQHMVGGAPPRPAETGCSRSRMTQKNSKLCARANVYTQVPDGGWGWAVAVSFFFVEVFTYGIIKSFGVFFNDLMDSFDESNSKISWIISICVFVLTFTAPLSTVLSNRFGHRLVVMAGGLLISLGMITASFSQRVYHMYISIGVISGLGYCFSFLPTVTILSQYFDKRRSVVTAVASTGECFAVFAFAPAITALKEHIGWRYSLLFVGLLQLNIMVCGALLRPIIIQGPGQSPKAVT.... Result: 0 (no interaction).